From a dataset of Forward reaction prediction with 1.9M reactions from USPTO patents (1976-2016). Predict the product of the given reaction. (1) Given the reactants [C:1]([NH:4][C:5]1[CH:10]=[CH:9][C:8]([S:11](Cl)(=[O:13])=[O:12])=[CH:7][CH:6]=1)(=[O:3])[CH3:2].[NH2:15][CH2:16][CH2:17][CH2:18][NH:19][C:20]1[CH:25]=[C:24]([C:26]2[CH:31]=[CH:30][CH:29]=[C:28]([CH3:32])[C:27]=2[CH3:33])[N:23]=[C:22]([NH2:34])[N:21]=1, predict the reaction product. The product is: [NH2:34][C:22]1[N:21]=[C:20]([NH:19][CH2:18][CH2:17][CH2:16][NH:15][S:11]([C:8]2[CH:9]=[CH:10][C:5]([NH:4][C:1](=[O:3])[CH3:2])=[CH:6][CH:7]=2)(=[O:13])=[O:12])[CH:25]=[C:24]([C:26]2[CH:31]=[CH:30][CH:29]=[C:28]([CH3:32])[C:27]=2[CH3:33])[N:23]=1. (2) Given the reactants [Br:1][C:2]1[S:6][C:5]([S:7](Cl)(=[O:9])=[O:8])=[CH:4][CH:3]=1.C(N(CC)CC)C.[F:18][C:19]1[CH:24]=[CH:23][C:22]([N:25]2[CH2:30][CH2:29][NH:28][CH2:27][CH2:26]2)=[CH:21][CH:20]=1.C([O-])(O)=O.[Na+], predict the reaction product. The product is: [Br:1][C:2]1[S:6][C:5]([S:7]([N:28]2[CH2:27][CH2:26][N:25]([C:22]3[CH:21]=[CH:20][C:19]([F:18])=[CH:24][CH:23]=3)[CH2:30][CH2:29]2)(=[O:9])=[O:8])=[CH:4][CH:3]=1. (3) Given the reactants [CH2:1]([CH:3]1[C:8]2[NH:9][C:10]3[C:15]([C:7]=2[CH2:6][CH2:5][N:4]1[CH3:17])=[CH:14][C:13]([CH3:16])=[CH:12][CH:11]=3)[CH3:2].[H-].[Na+].[O:20]1[CH2:22][CH:21]1[C:23]1[CH:28]=[CH:27][N:26]=[CH:25][CH:24]=1.O, predict the reaction product. The product is: [CH2:1]([CH:3]1[C:8]2[N:9]([CH2:22][CH:21]([C:23]3[CH:28]=[CH:27][N:26]=[CH:25][CH:24]=3)[OH:20])[C:10]3[C:15]([C:7]=2[CH2:6][CH2:5][N:4]1[CH3:17])=[CH:14][C:13]([CH3:16])=[CH:12][CH:11]=3)[CH3:2]. (4) Given the reactants [F:1][C:2]([F:14])([F:13])[O:3][C:4]1[CH:12]=[CH:11][C:7]([C:8]([OH:10])=O)=[CH:6][CH:5]=1.CN(C(ON1N=N[C:25]2C=CC=N[C:24]1=2)=[N+](C)C)C.F[P-](F)(F)(F)(F)F.CCN(C(C)C)C(C)C.[NH2:48][C:49]([CH3:71])([CH2:52][O:53][C:54]1[CH:55]=[CH:56][C:57]2[CH2:61][O:60][B:59]([OH:62])[C:58]=2[C:63]=1OC1C=CC=CC=1)[C:50]#[N:51], predict the reaction product. The product is: [C:50]([C:49]([NH:48][C:8](=[O:10])[C:7]1[CH:6]=[CH:5][C:4]([O:3][C:2]([F:1])([F:14])[F:13])=[CH:12][CH:11]=1)([CH3:71])[CH2:52][O:53][C:54]1[CH:55]=[CH:56][C:57]2[CH2:61][O:60][B:59]([OH:62])[C:58]=2[C:63]=1[CH2:24][CH3:25])#[N:51].